From a dataset of Catalyst prediction with 721,799 reactions and 888 catalyst types from USPTO. Predict which catalyst facilitates the given reaction. (1) Reactant: [H-].[Al+3].[Li+].[H-].[H-].[H-].[C:7]([O:11][C:12]([N:14]1[CH2:19][CH2:18][CH:17]([NH:20][C:21]([NH:23][C@H:24]([C:44](O)=[O:45])[CH2:25][O:26][Si:27]([C:40]([CH3:43])([CH3:42])[CH3:41])([C:34]2[CH:39]=[CH:38][CH:37]=[CH:36][CH:35]=2)[C:28]2[CH:33]=[CH:32][CH:31]=[CH:30][CH:29]=2)=[O:22])[CH2:16][CH2:15]1)=[O:13])([CH3:10])([CH3:9])[CH3:8]. Product: [Si:27]([O:26][CH2:25][CH:24]([NH:23][C:21]([NH:20][CH:17]1[CH2:16][CH2:15][N:14]([C:12]([O:11][C:7]([CH3:10])([CH3:9])[CH3:8])=[O:13])[CH2:19][CH2:18]1)=[O:22])[CH2:44][OH:45])([C:40]([CH3:41])([CH3:42])[CH3:43])([C:34]1[CH:35]=[CH:36][CH:37]=[CH:38][CH:39]=1)[C:28]1[CH:29]=[CH:30][CH:31]=[CH:32][CH:33]=1. The catalyst class is: 7. (2) The catalyst class is: 1. Reactant: [OH-].[Na+].Cl.[CH2:4]([N:6]1[C:14]2[C:9](=[CH:10][CH:11]=[CH:12][CH:13]=2)[C:8]([C:15]([O:17]C)=[O:16])=[CH:7]1)[CH3:5]. Product: [CH2:4]([N:6]1[C:14]2[C:9](=[CH:10][CH:11]=[CH:12][CH:13]=2)[C:8]([C:15]([OH:17])=[O:16])=[CH:7]1)[CH3:5]. (3) Reactant: [F:1][C:2]1[CH:3]=[C:4]([C:12]2[S:16][C:15]([NH2:17])=[N:14][C:13]=2[CH3:18])[CH:5]=[CH:6][C:7]=1[S:8]([CH3:11])(=[O:10])=[O:9].[CH2:19]([N:21]=[C:22]=[O:23])[CH3:20]. Product: [CH2:19]([NH:21][C:22]([NH:17][C:15]1[S:16][C:12]([C:4]2[CH:5]=[CH:6][C:7]([S:8]([CH3:11])(=[O:9])=[O:10])=[C:2]([F:1])[CH:3]=2)=[C:13]([CH3:18])[N:14]=1)=[O:23])[CH3:20]. The catalyst class is: 3. (4) Reactant: [C:1]([CH2:3][C:4]([O:6][CH3:7])=[O:5])#[N:2].[H-].[Na+].F[C:11]1[CH:16]=[CH:15][CH:14]=[CH:13][C:12]=1[N+:17]([O-:19])=[O:18].Cl. Product: [C:1]([CH:3]([C:11]1[CH:16]=[CH:15][CH:14]=[CH:13][C:12]=1[N+:17]([O-:19])=[O:18])[C:4]([O:6][CH3:7])=[O:5])#[N:2]. The catalyst class is: 3. (5) Reactant: [Cl:1][C:2]1[CH:7]=[CH:6][C:5]([CH2:8][CH2:9][NH:10][CH3:11])=[C:4]([N+:12]([O-:14])=[O:13])[CH:3]=1.Br[CH2:16][C:17]([O:19][CH2:20][CH3:21])=[O:18].C(=O)([O-])[O-].[K+].[K+]. Product: [CH2:20]([O:19][C:17](=[O:18])[CH2:16][N:10]([CH2:9][CH2:8][C:5]1[CH:6]=[CH:7][C:2]([Cl:1])=[CH:3][C:4]=1[N+:12]([O-:14])=[O:13])[CH3:11])[CH3:21]. The catalyst class is: 10. (6) Reactant: [C:1]([O:5][C:6]([NH:8][C@H:9]1[CH2:14][CH2:13][C@H:12]([C:15]([OH:17])=O)[CH2:11][CH2:10]1)=[O:7])([CH3:4])([CH3:3])[CH3:2].[CH3:18][NH:19][CH2:20][C:21]1[CH:26]=[CH:25][CH:24]=[CH:23][CH:22]=1.Cl.CN(C)CCCN=C=NCC.ON1C2C=CC=CC=2N=N1.C(=O)([O-])O.[Na+]. Product: [CH2:20]([N:19]([CH3:18])[C:15]([C@H:12]1[CH2:11][CH2:10][C@H:9]([NH:8][C:6]([O:5][C:1]([CH3:2])([CH3:3])[CH3:4])=[O:7])[CH2:14][CH2:13]1)=[O:17])[C:21]1[CH:26]=[CH:25][CH:24]=[CH:23][CH:22]=1. The catalyst class is: 9. (7) Reactant: [OH:1][CH2:2][C:3]12[CH2:10][CH2:9][C:6]([C:11]3[NH:19][C:18]4[C:17](=[O:20])[N:16]([CH2:21][CH2:22][CH3:23])[C:15](=[O:24])[NH:14][C:13]=4[N:12]=3)([CH2:7][CH2:8]1)[CH2:5][CH2:4]2.[H-].[Na+].Br[C:28]1[CH:33]=[CH:32][C:31]([Cl:34])=[CH:30][N:29]=1. Product: [Cl:34][C:31]1[CH:32]=[CH:33][C:28]([O:1][CH2:2][C:3]23[CH2:8][CH2:7][C:6]([C:11]4[NH:19][C:18]5[C:17](=[O:20])[N:16]([CH2:21][CH2:22][CH3:23])[C:15](=[O:24])[NH:14][C:13]=5[N:12]=4)([CH2:9][CH2:10]2)[CH2:5][CH2:4]3)=[N:29][CH:30]=1. The catalyst class is: 3.